Task: Predict the product of the given reaction.. Dataset: Forward reaction prediction with 1.9M reactions from USPTO patents (1976-2016) (1) Given the reactants [I:1]N1C(=O)CCC1=O.[Cl:9][C:10]1[CH:15]=[N:14][N:13]2[CH:16]=[CH:17][N:18]=[C:12]2[CH:11]=1, predict the reaction product. The product is: [Cl:9][C:10]1[CH:15]=[N:14][N:13]2[C:16]([I:1])=[CH:17][N:18]=[C:12]2[CH:11]=1. (2) Given the reactants Cl.[CH:2]1([C:5]#[C:6][C:7]2[CH:8]=[C:9]3[C:13](=[CH:14][CH:15]=2)[CH2:12][C:11]2([CH2:20][CH2:19][CH:18]([O:21][CH3:22])[CH2:17][CH2:16]2)[C:10]3=[N:23]S(C(C)(C)C)=O)[CH2:4][CH2:3]1, predict the reaction product. The product is: [CH:2]1([C:5]#[C:6][C:7]2[CH:8]=[C:9]3[C:13]([CH2:12][C:11]4([CH2:20][CH2:19][CH:18]([O:21][CH3:22])[CH2:17][CH2:16]4)[C:10]3=[NH:23])=[CH:14][CH:15]=2)[CH2:3][CH2:4]1. (3) Given the reactants Br[C:2]1[CH:32]=[CH:31][C:5]2[N:6]=[C:7]([NH:9][C:10]3[CH:15]=[C:14]([CH2:16][N:17]4[CH2:22][CH2:21][CH2:20][CH2:19][CH2:18]4)[N:13]=[C:12]([NH:23][C@H:24]4[CH2:29][CH2:28][C@H:27]([OH:30])[CH2:26][CH2:25]4)[N:11]=3)[S:8][C:4]=2[CH:3]=1.CC1(C)C(C)(C)OB([C:41]2[CH:42]=[C:43]([C:47]#[N:48])[CH:44]=[N:45][CH:46]=2)O1.P([O-])([O-])([O-])=O.[K+].[K+].[K+], predict the reaction product. The product is: [OH:30][C@H:27]1[CH2:28][CH2:29][C@H:24]([NH:23][C:12]2[N:11]=[C:10]([NH:9][C:7]3[S:8][C:4]4[CH:3]=[C:2]([C:41]5[CH:42]=[C:43]([C:47]#[N:48])[CH:44]=[N:45][CH:46]=5)[CH:32]=[CH:31][C:5]=4[N:6]=3)[CH:15]=[C:14]([CH2:16][N:17]3[CH2:18][CH2:19][CH2:20][CH2:21][CH2:22]3)[N:13]=2)[CH2:25][CH2:26]1. (4) Given the reactants Br[C:2]1[CH:3]=[C:4]([CH:35]=[CH:36][CH:37]=1)[C:5]([NH:7][C:8]1[N:9]=[N:10][C:11]([N:14]2[C:18]([C:19]([F:22])([F:21])[F:20])=[CH:17][C:16]([C:23]3[CH:24]=[N:25][C:26]([N:29]4[CH2:34][CH2:33][O:32][CH2:31][CH2:30]4)=[CH:27][CH:28]=3)=[N:15]2)=[CH:12][CH:13]=1)=[O:6].[F:38][C:39]1[CH:44]=[CH:43][C:42](B(O)O)=[CH:41][N:40]=1.C(=O)([O-])[O-].[Cs+].[Cs+], predict the reaction product. The product is: [F:38][C:39]1[N:40]=[CH:41][C:42]([C:2]2[CH:3]=[C:4]([CH:35]=[CH:36][CH:37]=2)[C:5]([NH:7][C:8]2[N:9]=[N:10][C:11]([N:14]3[C:18]([C:19]([F:21])([F:20])[F:22])=[CH:17][C:16]([C:23]4[CH:24]=[N:25][C:26]([N:29]5[CH2:30][CH2:31][O:32][CH2:33][CH2:34]5)=[CH:27][CH:28]=4)=[N:15]3)=[CH:12][CH:13]=2)=[O:6])=[CH:43][CH:44]=1. (5) Given the reactants [F:1][C:2]1[C:7]([F:8])=[CH:6][CH:5]=[CH:4][C:3]=1[C@:9]12[CH2:17][O:16][C@H:15]([C:18]([F:21])([F:20])[F:19])[C@H:14]1[CH2:13][S:12][C:11]([NH2:22])=[N:10]2.S(=O)(=O)(O)O.[N+:28]([O-])([OH:30])=[O:29].[OH-].[Na+], predict the reaction product. The product is: [F:1][C:2]1[C:7]([F:8])=[CH:6][C:5]([N+:28]([O-:30])=[O:29])=[CH:4][C:3]=1[C@:9]12[CH2:17][O:16][C@H:15]([C:18]([F:19])([F:21])[F:20])[C@H:14]1[CH2:13][S:12][C:11]([NH2:22])=[N:10]2. (6) Given the reactants [CH3:1][NH:2][C:3](=[O:6])[CH2:4][OH:5].Cl[C:8](OC1C=CC([N+]([O-])=O)=CC=1)=[O:9].C(N(CC)C(C)C)(C)C.[C:29]1([C:35]2[CH:42]=[CH:41][C:38]([CH2:39][NH2:40])=[CH:37][CH:36]=2)[CH:34]=[CH:33][CH:32]=[CH:31][CH:30]=1, predict the reaction product. The product is: [C:35]1([C:29]2[CH:30]=[CH:31][CH:32]=[CH:33][CH:34]=2)[CH:36]=[CH:37][C:38]([CH2:39][NH:40][C:8](=[O:9])[O:5][CH2:4][C:3]([NH:2][CH3:1])=[O:6])=[CH:41][CH:42]=1. (7) The product is: [Cl:18][C:14]1[CH:13]=[C:12]2[C:17](=[CH:16][CH:15]=1)[C:7]([C:6]1[CH:5]=[C:4]([Br:19])[S:3][C:2]=1[Br:1])=[N:9][CH2:10][CH2:11]2. Given the reactants [Br:1][C:2]1[S:3][C:4]([Br:19])=[CH:5][C:6]=1[C:7]([NH:9][CH2:10][CH2:11][C:12]1[CH:17]=[CH:16][CH:15]=[C:14]([Cl:18])[CH:13]=1)=O.O=P12OP3(OP(OP(O3)(O1)=O)(=O)O2)=O.P(Cl)(Cl)(Cl)=O, predict the reaction product. (8) Given the reactants [Cl:1][C:2]1[N:7]=[N:6][C:5]([CH2:8][CH2:9][CH:10]=O)=[CH:4][CH:3]=1.[C:12](=O)([O-])[O-].[K+].[K+].[N+](=C(P(=O)(OC)OC)C(=O)C)=[N-].C(OCC)(=O)C, predict the reaction product. The product is: [CH2:8]([C:5]1[N:6]=[N:7][C:2]([Cl:1])=[CH:3][CH:4]=1)[CH2:9][C:10]#[CH:12]. (9) Given the reactants [SH:1][C:2]1[N:6]([CH2:7][C:8]2[CH:13]=[CH:12][C:11]([C:14]3[CH:19]=[CH:18][CH:17]=[CH:16][C:15]=3[C:20]3[NH:24][N:23]=[N:22][N:21]=3)=[CH:10][CH:9]=2)[C:5]2[C:25]([C:29]([O:31][CH2:32][CH3:33])=[O:30])=[CH:26][CH:27]=[CH:28][C:4]=2[N:3]=1.[CH2:34](I)[CH3:35].Cl, predict the reaction product. The product is: [CH2:34]([S:1][C:2]1[N:6]([CH2:7][C:8]2[CH:9]=[CH:10][C:11]([C:14]3[CH:19]=[CH:18][CH:17]=[CH:16][C:15]=3[C:20]3[NH:24][N:23]=[N:22][N:21]=3)=[CH:12][CH:13]=2)[C:5]2[C:25]([C:29]([O:31][CH2:32][CH3:33])=[O:30])=[CH:26][CH:27]=[CH:28][C:4]=2[N:3]=1)[CH3:35].